Predict the reaction yield, written as a fraction of the theoretical maximum amount of product (1.0 means a 100% yield; for example, 0.34 means a 34% yield). From a dataset of Reaction yield outcomes from USPTO patents with 853,638 reactions. The reactants are [H-].[Al+3].[Li+].[H-].[H-].[H-].[CH:7]([N:10]1[C:19]([C:20](OCC)=[O:21])=[CH:18][C:17]2[C:12](=[C:13]([CH3:25])[CH:14]=[CH:15][CH:16]=2)[C:11]1=[O:26])([CH3:9])[CH3:8].O. The catalyst is C1COCC1. The product is [OH:21][CH2:20][C:19]1[N:10]([CH:7]([CH3:9])[CH3:8])[C:11](=[O:26])[C:12]2[C:17]([CH:18]=1)=[CH:16][CH:15]=[CH:14][C:13]=2[CH3:25]. The yield is 0.800.